This data is from Catalyst prediction with 721,799 reactions and 888 catalyst types from USPTO. The task is: Predict which catalyst facilitates the given reaction. (1) Reactant: [C:1]1([C:7]2[N:8]=[CH:9][C:10]([N:19]([CH2:23][CH2:24][CH2:25][CH2:26][O:27][CH2:28][C:29](O)=[O:30])[CH:20]([CH3:22])[CH3:21])=[N:11][C:12]=2[C:13]2[CH:18]=[CH:17][CH:16]=[CH:15][CH:14]=2)[CH:6]=[CH:5][CH:4]=[CH:3][CH:2]=1.C(N1C=CN=C1)(N1C=CN=C1)=O.[CH3:44][S:45]([NH2:48])(=[O:47])=[O:46].CCCCCCC=CCCC. Product: [C:1]1([C:7]2[N:8]=[CH:9][C:10]([N:19]([CH2:23][CH2:24][CH2:25][CH2:26][O:27][CH2:28][C:29]([NH:48][S:45]([CH3:44])(=[O:47])=[O:46])=[O:30])[CH:20]([CH3:22])[CH3:21])=[N:11][C:12]=2[C:13]2[CH:18]=[CH:17][CH:16]=[CH:15][CH:14]=2)[CH:2]=[CH:3][CH:4]=[CH:5][CH:6]=1. The catalyst class is: 30. (2) Reactant: [C:1]([NH:4][C@H:5]([C:7]1[CH:26]=[CH:25][C:10]([CH2:11][N:12]2[CH2:21][CH2:20][C:19]3[C:18]([C:22]([OH:24])=O)=[CH:17][CH:16]=[CH:15][C:14]=3[CH2:13]2)=[CH:9][CH:8]=1)[CH3:6])(=[O:3])[CH3:2].CCN(C(C)C)C(C)C.CN(C(ON1N=NC2C=CC=CC1=2)=[N+](C)C)C.[B-](F)(F)(F)F.[CH2:58]([NH2:65])[C:59]1[CH:64]=[CH:63][CH:62]=[CH:61][CH:60]=1. Product: [CH2:58]([NH:65][C:22]([C:18]1[C:19]2[CH2:20][CH2:21][N:12]([CH2:11][C:10]3[CH:25]=[CH:26][C:7]([C@@H:5]([NH:4][C:1](=[O:3])[CH3:2])[CH3:6])=[CH:8][CH:9]=3)[CH2:13][C:14]=2[CH:15]=[CH:16][CH:17]=1)=[O:24])[C:59]1[CH:64]=[CH:63][CH:62]=[CH:61][CH:60]=1. The catalyst class is: 3. (3) Reactant: [CH:1]1([N:5]2[CH2:10][CH2:9][N:8]([C:11]([C:13]3[CH:14]=[C:15]4[C:19](=[CH:20][CH:21]=3)[NH:18][C:17]([C:22]([N:24]3[CH2:29][CH2:28][S:27](=[O:31])(=[O:30])[CH2:26][CH2:25]3)=[O:23])=[CH:16]4)=[O:12])[CH2:7][CH2:6]2)[CH2:4][CH2:3][CH2:2]1.[F:32][C:33]([F:45])([F:44])[O:34][C:35]1[CH:36]=[C:37](B(O)O)[CH:38]=[CH:39][CH:40]=1.N1C=CC=CC=1. Product: [CH:1]1([N:5]2[CH2:6][CH2:7][N:8]([C:11]([C:13]3[CH:14]=[C:15]4[C:19](=[CH:20][CH:21]=3)[N:18]([C:37]3[CH:38]=[CH:39][CH:40]=[C:35]([O:34][C:33]([F:32])([F:44])[F:45])[CH:36]=3)[C:17]([C:22]([N:24]3[CH2:29][CH2:28][S:27](=[O:30])(=[O:31])[CH2:26][CH2:25]3)=[O:23])=[CH:16]4)=[O:12])[CH2:9][CH2:10]2)[CH2:2][CH2:3][CH2:4]1. The catalyst class is: 221. (4) The catalyst class is: 8. Reactant: C1(N)C(F)=C(F)C(F)=C(N)C=1F.Cl.Cl.[N:15]1[C:23]2[CH:22]=[CH:21][N:20]=[CH:19][C:18]=2[NH:17][C:16]=1[C:24]1[C:36]2[C:35]3[C:30](=[CH:31][CH:32]=[CH:33][CH:34]=3)[CH:29]([NH2:37])[C:28]=2[CH:27]=[CH:26][CH:25]=1.[CH:38]([C:40]1[CH:48]=[C:47]2[C:43]([CH:44]=[CH:45][NH:46]2)=[CH:42][CH:41]=1)=O.C(N(C(C)C)CC)(C)C.[B-].[Na+]. Product: [N:15]1[C:23]2[CH:22]=[CH:21][N:20]=[CH:19][C:18]=2[NH:17][C:16]=1[C:24]1[C:36]2[C:35]3[C:30](=[CH:31][CH:32]=[CH:33][CH:34]=3)[CH:29]([NH:37][CH2:38][C:40]3[CH:48]=[C:47]4[C:43]([CH:44]=[CH:45][NH:46]4)=[CH:42][CH:41]=3)[C:28]=2[CH:27]=[CH:26][CH:25]=1. (5) Reactant: [Cl:1][C:2]1[CH:3]=[C:4]2[C:9](=[CH:10][C:11]=1[C:12]([N:14]1[CH2:18][CH:17]=[CH:16][CH2:15]1)=[O:13])[N:8]=[CH:7][N:6]=[C:5]2[NH:19][C@H:20]([C:31]1[NH:35][C:34]2[CH:36]=[CH:37][C:38]([Cl:40])=[CH:39][C:33]=2[N:32]=1)[CH2:21][CH2:22][CH2:23][C:24]([O:26]C(C)(C)C)=[O:25].FC(F)(F)C(O)=O. Product: [Cl:1][C:2]1[CH:3]=[C:4]2[C:9](=[CH:10][C:11]=1[C:12]([N:14]1[CH2:15][CH:16]=[CH:17][CH2:18]1)=[O:13])[N:8]=[CH:7][N:6]=[C:5]2[NH:19][C@H:20]([C:31]1[NH:35][C:34]2[CH:36]=[CH:37][C:38]([Cl:40])=[CH:39][C:33]=2[N:32]=1)[CH2:21][CH2:22][CH2:23][C:24]([OH:26])=[O:25]. The catalyst class is: 4. (6) Reactant: Cl[C:2]([O:4][C:5]1[CH:10]=[CH:9][C:8]([O:11][C:12]2[CH:17]=[CH:16][C:15]([C:18]([F:21])([F:20])[F:19])=[CH:14][N:13]=2)=[CH:7][CH:6]=1)=[O:3].[Cl:22][C:23]1[S:27][C:26]([CH2:28][N:29]2[CH2:34][CH2:33][NH:32][CH2:31][CH2:30]2)=[CH:25][CH:24]=1.[K+].[Br-]. Product: [F:19][C:18]([F:21])([F:20])[C:15]1[CH:16]=[CH:17][C:12]([O:11][C:8]2[CH:9]=[CH:10][C:5]([O:4][C:2]([N:32]3[CH2:33][CH2:34][N:29]([CH2:28][C:26]4[S:27][C:23]([Cl:22])=[CH:24][CH:25]=4)[CH2:30][CH2:31]3)=[O:3])=[CH:6][CH:7]=2)=[N:13][CH:14]=1. The catalyst class is: 14. (7) Reactant: [NH2:1][C:2]1[CH:7]=[CH:6][C:5]([S:8]([NH:11][C:12]2[C:21]([Cl:22])=[N:20][C:19]3[C:14](=[CH:15][CH:16]=[CH:17][CH:18]=3)[N:13]=2)(=[O:10])=[O:9])=[CH:4][CH:3]=1.Cl.[CH3:24][N:25]([CH2:27][C:28](Cl)=[O:29])[CH3:26].C(N(C(C)C)C(C)C)C. Product: [Cl:22][C:21]1[C:12]([NH:11][S:8]([C:5]2[CH:4]=[CH:3][C:2]([NH:1][C:28](=[O:29])[CH2:27][N:25]([CH3:26])[CH3:24])=[CH:7][CH:6]=2)(=[O:10])=[O:9])=[N:13][C:14]2[C:19]([N:20]=1)=[CH:18][CH:17]=[CH:16][CH:15]=2. The catalyst class is: 2. (8) Product: [Cl:35][C:23]1[C:22]2[C:26](=[CH:27][C:19]([OH:18])=[CH:20][CH:21]=2)[N:25]([C:28]([O:30][C:31]([CH3:34])([CH3:33])[CH3:32])=[O:29])[N:24]=1. The catalyst class is: 1. Reactant: [Si]([O:18][C:19]1[CH:27]=[C:26]2[C:22]([C:23]([Cl:35])=[N:24][N:25]2[C:28]([O:30][C:31]([CH3:34])([CH3:33])[CH3:32])=[O:29])=[CH:21][CH:20]=1)(C(C)(C)C)(C1C=CC=CC=1)C1C=CC=CC=1.CCCC[N+](CCCC)(CCCC)CCCC.[F-].C1COCC1.C(OCC)(=O)C. (9) Reactant: [CH:1]1([CH2:4][O:5][C:6]2[CH:11]=[CH:10][CH:9]=[CH:8][C:7]=2[NH:12][S:13]([CH3:16])(=[O:15])=[O:14])[CH2:3][CH2:2]1.[N+:17]([O-])([OH:19])=[O:18]. Product: [CH:1]1([CH2:4][O:5][C:6]2[CH:11]=[C:10]([N+:17]([O-:19])=[O:18])[CH:9]=[CH:8][C:7]=2[NH:12][S:13]([CH3:16])(=[O:15])=[O:14])[CH2:2][CH2:3]1. The catalyst class is: 25. (10) Reactant: CC(OC([N:8]1[CH2:12][C@H:11]([C:13]([OH:15])=O)[CH2:10][CH2:9]1)=O)(C)C.[CH:16]1([NH2:19])[CH2:18][CH2:17]1.CN(C(ON1N=NC2C=CC=NC1=2)=[N+](C)C)C.F[P-](F)(F)(F)(F)F.C(N(CC)C(C)C)(C)C.[ClH:53]. Product: [ClH:53].[CH:16]1([NH:19][C:13]([C@@H:11]2[CH2:10][CH2:9][NH:8][CH2:12]2)=[O:15])[CH2:18][CH2:17]1. The catalyst class is: 3.